Dataset: Full USPTO retrosynthesis dataset with 1.9M reactions from patents (1976-2016). Task: Predict the reactants needed to synthesize the given product. (1) Given the product [F:51][CH:36]([F:35])[C:37]1[C:45]2[CH2:44][CH2:43][CH:42]3[CH2:46][CH:41]3[C:40]=2[N:39]([CH2:47][C:48]([NH:8][CH:9]([C:19]2[C:24]([C:25]3[CH:26]=[CH:27][C:28]([F:34])=[C:29]([CH:33]=3)[C:30]([NH2:32])=[O:31])=[CH:23][CH:22]=[CH:21][N:20]=2)[CH2:10][C:11]2[CH:12]=[C:13]([F:18])[CH:14]=[C:15]([F:17])[CH:16]=2)=[O:49])[N:38]=1, predict the reactants needed to synthesize it. The reactants are: FC(F)(F)C(O)=O.[NH2:8][C@H:9]([C:19]1[C:24]([C:25]2[CH:26]=[CH:27][C:28]([F:34])=[C:29]([CH:33]=2)[C:30]([NH2:32])=[O:31])=[CH:23][CH:22]=[CH:21][N:20]=1)[CH2:10][C:11]1[CH:16]=[C:15]([F:17])[CH:14]=[C:13]([F:18])[CH:12]=1.[F:35][CH:36]([F:51])[C:37]1[C:45]2[CH2:44][CH2:43][CH:42]3[CH2:46][CH:41]3[C:40]=2[N:39]([CH2:47][C:48](O)=[O:49])[N:38]=1. (2) The reactants are: [CH2:1]([N:3]([CH2:16][CH3:17])[C:4](=[O:15])[C:5]1[CH:10]=[CH:9][C:8](F)=[C:7]([N+:12]([O-:14])=[O:13])[CH:6]=1)[CH3:2].[CH:18]1([CH2:21][NH2:22])[CH2:20][CH2:19]1. Given the product [CH:18]1([CH2:21][NH:22][C:8]2[CH:9]=[CH:10][C:5]([C:4]([N:3]([CH2:16][CH3:17])[CH2:1][CH3:2])=[O:15])=[CH:6][C:7]=2[N+:12]([O-:14])=[O:13])[CH2:20][CH2:19]1, predict the reactants needed to synthesize it. (3) Given the product [Cl:36][C:19]1[N:14]2[N:13]=[C:12]([C:20]3[CH:25]=[CH:24][N:23]=[C:22]([NH:26][CH:27]([CH3:29])[CH3:28])[CH:21]=3)[C:11]([C:9]3[CH:8]=[CH:7][N:6]=[C:5]([NH:4][CH:1]4[CH2:3][CH2:2]4)[N:10]=3)=[C:15]2[CH:16]=[CH:17][CH:18]=1, predict the reactants needed to synthesize it. The reactants are: [CH:1]1([NH:4][C:5]2[N:10]=[C:9]([C:11]3[C:12]([C:20]4[CH:25]=[CH:24][N:23]=[C:22]([NH:26][CH:27]([CH3:29])[CH3:28])[CH:21]=4)=[N:13][N:14]4[CH:19]=[CH:18][CH:17]=[CH:16][C:15]=34)[CH:8]=[CH:7][N:6]=2)[CH2:3][CH2:2]1.C([Li])CCC.C(Cl)(Cl)(Cl)[Cl:36]. (4) Given the product [F:16][C:4]1[CH:3]=[C:2]([O:23][C:17]2[CH:22]=[CH:21][CH:20]=[CH:19][CH:18]=2)[CH:15]=[CH:14][C:5]=1[CH2:6][O:7][CH:8]1[CH2:13][CH2:12][CH2:11][CH2:10][O:9]1, predict the reactants needed to synthesize it. The reactants are: Br[C:2]1[CH:15]=[CH:14][C:5]([CH2:6][O:7][CH:8]2[CH2:13][CH2:12][CH2:11][CH2:10][O:9]2)=[C:4]([F:16])[CH:3]=1.[C:17]1([OH:23])[CH:22]=[CH:21][CH:20]=[CH:19][CH:18]=1.CC(C)(C(=O)CC(=O)C(C)(C)C)C.C(=O)([O-])[O-].[Cs+].[Cs+].